Dataset: Forward reaction prediction with 1.9M reactions from USPTO patents (1976-2016). Task: Predict the product of the given reaction. Given the reactants [S:1]1[CH:5]=[CH:4][N:3]=[C:2]1[C:6]1[NH:11][C:10]([C:13]2[S:14][CH:15]=[CH:16][CH:17]=2)(O)[N:9]=[CH:8][CH:7]=1.[Cl:18]C1N=C(C2SC=CC=2)N=C(N)C=1, predict the reaction product. The product is: [Cl:18][C:8]1[CH:7]=[C:6]([C:2]2[S:1][CH:5]=[CH:4][N:3]=2)[N:11]=[C:10]([C:13]2[S:14][CH:15]=[CH:16][CH:17]=2)[N:9]=1.